This data is from Forward reaction prediction with 1.9M reactions from USPTO patents (1976-2016). The task is: Predict the product of the given reaction. (1) Given the reactants [Br:1][C:2]1[CH:3]=[C:4]([N+:19]([O-:21])=[O:20])[C:5]([CH:8](C(OCC)=O)C(OCC)=O)=[N:6][CH:7]=1.[OH-].[Na+], predict the reaction product. The product is: [Br:1][C:2]1[CH:3]=[C:4]([N+:19]([O-:21])=[O:20])[C:5]([CH3:8])=[N:6][CH:7]=1. (2) The product is: [NH2:17][C:15]1[N:14]([CH2:18][C:19]2[CH:24]=[CH:23][C:22]([O:25][CH2:26][C:27]3[CH:32]=[CH:31][C:30]([O:33][CH3:34])=[CH:29][CH:28]=3)=[C:21]([O:35][CH3:36])[CH:20]=2)[C:11]2=[N:12][CH:13]=[C:8]([C:5]3[CH:4]=[CH:3][C:2]([P:38](=[O:40])([CH3:39])[CH3:37])=[N:7][CH:6]=3)[CH:9]=[C:10]2[N:16]=1. Given the reactants Cl[C:2]1[N:7]=[CH:6][C:5]([C:8]2[CH:9]=[C:10]3[N:16]=[C:15]([NH2:17])[N:14]([CH2:18][C:19]4[CH:24]=[CH:23][C:22]([O:25][CH2:26][C:27]5[CH:32]=[CH:31][C:30]([O:33][CH3:34])=[CH:29][CH:28]=5)=[C:21]([O:35][CH3:36])[CH:20]=4)[C:11]3=[N:12][CH:13]=2)=[CH:4][CH:3]=1.[CH3:37][PH:38](=[O:40])[CH3:39].C1(P(C2C=CC=CC=2)C2C3OC4C(=CC=CC=4P(C4C=CC=CC=4)C4C=CC=CC=4)C(C)(C)C=3C=CC=2)C=CC=CC=1.C(=O)([O-])[O-].[Cs+].[Cs+], predict the reaction product. (3) Given the reactants [Si]([O:8][C:9]1[CH:10]=[CH:11][CH:12]=[C:13]2[C:18]=1[N:17]=[C:16]([C:19]1[N:23]3[CH:24]=[CH:25][C:26]([CH2:28][N:29]4[C:37](=[O:38])[C:36]5[C:31](=[CH:32][CH:33]=[CH:34][CH:35]=5)[C:30]4=[O:39])=[CH:27][C:22]3=[N:21][N:20]=1)[CH:15]=[CH:14]2)(C(C)(C)C)(C)C.CCCC[N+](CCCC)(CCCC)CCCC.[F-], predict the reaction product. The product is: [OH:8][C:9]1[CH:10]=[CH:11][CH:12]=[C:13]2[C:18]=1[N:17]=[C:16]([C:19]1[N:23]3[CH:24]=[CH:25][C:26]([CH2:28][N:29]4[C:37](=[O:38])[C:36]5[C:31](=[CH:32][CH:33]=[CH:34][CH:35]=5)[C:30]4=[O:39])=[CH:27][C:22]3=[N:21][N:20]=1)[CH:15]=[CH:14]2. (4) Given the reactants [Cl:1][C:2]1[CH:10]=[C:9]([NH:11][CH:12]([CH3:14])[CH3:13])[C:5]([C:6]([OH:8])=O)=[CH:4][N:3]=1.[NH2:15][CH:16]([CH2:21][OH:22])[C:17]([O:19][CH3:20])=[O:18].CCN(C(C)C)C(C)C.CN(C(ON1N=NC2C=CC=NC1=2)=[N+](C)C)C.F[P-](F)(F)(F)(F)F, predict the reaction product. The product is: [Cl:1][C:2]1[CH:10]=[C:9]([NH:11][CH:12]([CH3:14])[CH3:13])[C:5]([C:6]([NH:15][CH:16]([CH2:21][OH:22])[C:17]([O:19][CH3:20])=[O:18])=[O:8])=[CH:4][N:3]=1.